From a dataset of Catalyst prediction with 721,799 reactions and 888 catalyst types from USPTO. Predict which catalyst facilitates the given reaction. Reactant: C([O:3][C:4](=O)[CH2:5][CH:6]([C:8]1[CH:13]=[CH:12][C:11]([O:14][CH2:15][C:16]2[N:17]([C:24]3[C:29]([Cl:30])=[CH:28][CH:27]=[CH:26][C:25]=3[Cl:31])[N:18]=[CH:19][C:20]=2[CH:21]([CH3:23])[CH3:22])=[CH:10][C:9]=1[CH3:32])[CH3:7])C.[BH4-].[Na+]. Product: [Cl:31][C:25]1[CH:26]=[CH:27][CH:28]=[C:29]([Cl:30])[C:24]=1[N:17]1[C:16]([CH2:15][O:14][C:11]2[CH:12]=[CH:13][C:8]([CH:6]([CH3:7])[CH2:5][CH2:4][OH:3])=[C:9]([CH3:32])[CH:10]=2)=[C:20]([CH:21]([CH3:23])[CH3:22])[CH:19]=[N:18]1. The catalyst class is: 36.